From a dataset of Reaction yield outcomes from USPTO patents with 853,638 reactions. Predict the reaction yield, written as a fraction of the theoretical maximum amount of product (1.0 means a 100% yield; for example, 0.34 means a 34% yield). (1) The reactants are [O:1]=[O+][O-].[CH3:4][C:5]1([CH3:21])[CH2:10][C:9]([C:14]2[CH:19]=[CH:18][C:17]([CH3:20])=[CH:16][CH:15]=2)([CH2:11][CH:12]=C)[CH2:8][CH2:7][O:6]1.C1(P(C2C=CC=CC=2)C2C=CC=CC=2)C=CC=CC=1. The catalyst is C(Cl)Cl. The product is [CH3:4][C:5]1([CH3:21])[CH2:10][C:9]([CH2:11][CH:12]=[O:1])([C:14]2[CH:19]=[CH:18][C:17]([CH3:20])=[CH:16][CH:15]=2)[CH2:8][CH2:7][O:6]1. The yield is 0.520. (2) The reactants are [CH3:1][C:2]1([CH3:40])[CH2:7][CH2:6][C:5]([C:8]2[CH:13]=[C:12]([CH:14]3[CH2:19][C:18](=[O:20])[NH:17][C:16](=[O:21])[CH2:15]3)[CH:11]=[CH:10][C:9]=2[NH:22][C:23]([C:25]2[N:26](COCC[Si](C)(C)C)[CH:27]=[C:28]([C:30]#[N:31])[N:29]=2)=[O:24])=[CH:4][CH2:3]1.CO.C(O)(C(F)(F)F)=O. The catalyst is C(Cl)Cl. The product is [CH3:1][C:2]1([CH3:40])[CH2:7][CH2:6][C:5]([C:8]2[CH:13]=[C:12]([CH:14]3[CH2:15][C:16](=[O:21])[NH:17][C:18](=[O:20])[CH2:19]3)[CH:11]=[CH:10][C:9]=2[NH:22][C:23]([C:25]2[NH:26][CH:27]=[C:28]([C:30]#[N:31])[N:29]=2)=[O:24])=[CH:4][CH2:3]1. The yield is 0.640. (3) The reactants are [CH3:1][C:2]1[CH:7]=[C:6]([CH3:8])[NH:5][C:4](=[O:9])[C:3]=1[CH2:10][NH:11][C:12]([C:14]1[C:15]2[CH:34]=[N:33][N:32]([CH:35]([CH3:37])[CH3:36])[C:16]=2[N:17]=[C:18]([C:20]2[CH2:21][CH2:22][N:23]([CH:26]3[CH2:31][CH2:30][NH:29][CH2:28][CH2:27]3)[CH2:24][CH:25]=2)[CH:19]=1)=[O:13].[CH:38]([S:40]([CH3:43])(=[O:42])=[O:41])=[CH2:39]. The catalyst is CO. The product is [CH3:1][C:2]1[CH:7]=[C:6]([CH3:8])[NH:5][C:4](=[O:9])[C:3]=1[CH2:10][NH:11][C:12]([C:14]1[C:15]2[CH:34]=[N:33][N:32]([CH:35]([CH3:37])[CH3:36])[C:16]=2[N:17]=[C:18]([C:20]2[CH2:21][CH2:22][N:23]([CH:26]3[CH2:27][CH2:28][N:29]([CH2:39][CH2:38][S:40]([CH3:43])(=[O:42])=[O:41])[CH2:30][CH2:31]3)[CH2:24][CH:25]=2)[CH:19]=1)=[O:13]. The yield is 0.410. (4) The reactants are [F:1][C:2]1[C:7]2[O:8][CH2:9][O:10][C:6]=2[CH:5]=[C:4]([CH:11]=[O:12])[CH:3]=1.[BH4-].[Na+]. The catalyst is CO. The product is [F:1][C:2]1[C:7]2[O:8][CH2:9][O:10][C:6]=2[CH:5]=[C:4]([CH2:11][OH:12])[CH:3]=1. The yield is 0.980.